This data is from NCI-60 drug combinations with 297,098 pairs across 59 cell lines. The task is: Regression. Given two drug SMILES strings and cell line genomic features, predict the synergy score measuring deviation from expected non-interaction effect. Drug 1: CC1C(C(CC(O1)OC2CC(CC3=C2C(=C4C(=C3O)C(=O)C5=C(C4=O)C(=CC=C5)OC)O)(C(=O)C)O)N)O.Cl. Drug 2: CN(C(=O)NC(C=O)C(C(C(CO)O)O)O)N=O. Cell line: NCIH23. Synergy scores: CSS=7.84, Synergy_ZIP=-4.60, Synergy_Bliss=-5.88, Synergy_Loewe=-27.8, Synergy_HSA=-4.37.